Dataset: Forward reaction prediction with 1.9M reactions from USPTO patents (1976-2016). Task: Predict the product of the given reaction. (1) Given the reactants [CH3:1][O:2][C:3]1[CH:8]=[CH:7][C:6]([C:9]23[N:23]([C:24]([C:26]4[C:27]([CH3:31])=[N:28][O:29][CH:30]=4)=[O:25])[CH2:22][CH2:21][N:10]2[C:11](=[O:20])[C:12]2[N:13]([CH:15]=[C:16]([C:18]#[N:19])[CH:17]=2)[CH2:14]3)=[CH:5][CH:4]=1.Cl, predict the reaction product. The product is: [NH2:19][CH2:18][C:16]1[CH:17]=[C:12]2[C:11](=[O:20])[N:10]3[CH2:21][CH2:22][N:23]([C:24]([C:26]4[C:27]([CH3:31])=[N:28][O:29][CH:30]=4)=[O:25])[C:9]3([C:6]3[CH:7]=[CH:8][C:3]([O:2][CH3:1])=[CH:4][CH:5]=3)[CH2:14][N:13]2[CH:15]=1. (2) Given the reactants [OH:1][C:2]1[CH:7]=[C:6]([CH3:8])[N:5]([CH3:9])[C:4](=[O:10])[C:3]=1[C:11](=[O:31])[CH:12]=[CH:13][C:14]1[CH:19]=[CH:18][CH:17]=[C:16]([O:20][CH2:21][CH2:22][NH:23]C(OC(C)(C)C)=O)[CH:15]=1.[I-].C[SiH](C)C, predict the reaction product. The product is: [OH:1][C:2]1[CH:7]=[C:6]([CH3:8])[N:5]([CH3:9])[C:4](=[O:10])[C:3]=1[C:11](=[O:31])[CH:12]=[CH:13][C:14]1[CH:19]=[CH:18][CH:17]=[C:16]([O:20][CH2:21][CH2:22][NH2:23])[CH:15]=1. (3) Given the reactants Cl[CH2:2][CH2:3][O:4][C:5]1[CH:14]=[C:13]2[C:8]([C:9]([O:15][C:16]3[CH:21]=[CH:20][C:19]([CH3:22])=[CH:18][C:17]=3[C:23]([C:25]3[CH:30]=[CH:29][CH:28]=[CH:27][CH:26]=3)=[O:24])=[CH:10][CH:11]=[N:12]2)=[CH:7][C:6]=1[O:31][CH3:32].[NH:33]1[CH2:38][CH2:37][O:36][CH2:35][CH2:34]1.C(=O)([O-])[O-].[K+].[K+].O, predict the reaction product. The product is: [CH3:22][C:19]1[CH:20]=[CH:21][C:16]([O:15][C:9]2[C:8]3[C:13](=[CH:14][C:5]([O:4][CH2:3][CH2:2][N:33]4[CH2:38][CH2:37][O:36][CH2:35][CH2:34]4)=[C:6]([O:31][CH3:32])[CH:7]=3)[N:12]=[CH:11][CH:10]=2)=[C:17]([C:23]([C:25]2[CH:26]=[CH:27][CH:28]=[CH:29][CH:30]=2)=[O:24])[CH:18]=1. (4) Given the reactants [OH:1][C:2]1[CH:9]=[CH:8][C:5]([C:6]#[N:7])=[CH:4][C:3]=1[CH2:10][CH2:11][CH3:12].[CH2:13](Br)[C:14]1[CH:19]=[CH:18][CH:17]=[CH:16][CH:15]=1.C([O-])([O-])=O.[Cs+].[Cs+], predict the reaction product. The product is: [CH2:13]([O:1][C:2]1[CH:9]=[CH:8][C:5]([C:6]#[N:7])=[CH:4][C:3]=1[CH2:10][CH2:11][CH3:12])[C:14]1[CH:19]=[CH:18][CH:17]=[CH:16][CH:15]=1. (5) Given the reactants [Br:1][C:2]1[CH:3]=[CH:4][C:5]([N:16]=O)=[C:6]([CH:15]=1)[NH:7][C:8]1[CH:13]=[CH:12][C:11]([Br:14])=[CH:10][CH:9]=1.O, predict the reaction product. The product is: [Br:1][C:2]1[CH:3]=[CH:4][C:5]2[C:6](=[N:7][C:8]3[C:13]([N:16]=2)=[CH:12][C:11]([Br:14])=[CH:10][CH:9]=3)[CH:15]=1. (6) Given the reactants [Cl:1][C:2]1[CH:7]=[CH:6][N:5]=[C:4]2[NH:8][C:9]([C:11]3[CH:19]=[CH:18][C:14]([C:15]([OH:17])=O)=[CH:13][CH:12]=3)=[N:10][C:3]=12.[NH:20]1[CH2:25][CH2:24][O:23][CH2:22][CH2:21]1, predict the reaction product. The product is: [Cl:1][C:2]1[CH:7]=[CH:6][N:5]=[C:4]2[NH:8][C:9]([C:11]3[CH:12]=[CH:13][C:14]([C:15]([N:20]4[CH2:25][CH2:24][O:23][CH2:22][CH2:21]4)=[O:17])=[CH:18][CH:19]=3)=[N:10][C:3]=12. (7) The product is: [Cl:1][C:2]1[CH:7]=[C:6]([F:8])[CH:5]=[C:4]2[C:3]=1[CH:11]=[CH:10][NH:9]2. Given the reactants [Cl:1][C:2]1[CH:3]=[C:4]([N:9](O)[C:10](=O)[CH3:11])[CH:5]=[C:6]([F:8])[CH:7]=1.C(OC=C)(=O)C.[OH-].[Na+].Cl.C([O-])([O-])=O.[Na+].[Na+], predict the reaction product. (8) The product is: [Si:11]([O:18][CH2:19][CH:20]=[O:21])([C:14]([CH3:17])([CH3:16])[CH3:15])([CH3:13])[CH3:12]. Given the reactants C(Cl)(=O)C(Cl)=O.CS(C)=O.[Si:11]([O:18][CH2:19][CH2:20][OH:21])([C:14]([CH3:17])([CH3:16])[CH3:15])([CH3:13])[CH3:12].C(N(CC)CC)C, predict the reaction product. (9) Given the reactants Cl[CH2:2][C:3]1[N:4]=[C:5]([C:9]2[CH:18]=[CH:17][C:12]([C:13]([O:15][CH3:16])=[O:14])=[CH:11][CH:10]=2)[O:6][C:7]=1[CH3:8].[O:19]1[CH2:24][CH2:23][N:22]([CH2:25][CH2:26][CH2:27][C:28]2[CH:33]=[CH:32][C:31]([S:34]([O-:36])=[O:35])=[CH:30][CH:29]=2)[CH2:21][CH2:20]1.[Li+].C(=O)([O-])[O-].[K+].[K+], predict the reaction product. The product is: [CH3:8][C:7]1[O:6][C:5]([C:9]2[CH:18]=[CH:17][C:12]([C:13]([O:15][CH3:16])=[O:14])=[CH:11][CH:10]=2)=[N:4][C:3]=1[CH2:2][S:34]([C:31]1[CH:32]=[CH:33][C:28]([CH2:27][CH2:26][CH2:25][N:22]2[CH2:23][CH2:24][O:19][CH2:20][CH2:21]2)=[CH:29][CH:30]=1)(=[O:35])=[O:36]. (10) Given the reactants [CH3:1][S:2][C:3]1[S:4][C:5]2[CH:11]=[C:10]([CH2:12][N:13]3[C:17]4[CH:18]=[CH:19][C:20]([C:22]([F:25])([F:24])[F:23])=[CH:21][C:16]=4[N:15]=[CH:14]3)[CH:9]=[CH:8][C:6]=2[N:7]=1.ClC1C=CC=C(C(OO)=[O:34])C=1, predict the reaction product. The product is: [CH3:1][S:2]([C:3]1[S:4][C:5]2[CH:11]=[C:10]([CH2:12][N:13]3[C:17]4[CH:18]=[CH:19][C:20]([C:22]([F:25])([F:23])[F:24])=[CH:21][C:16]=4[N:15]=[CH:14]3)[CH:9]=[CH:8][C:6]=2[N:7]=1)=[O:34].